Dataset: Full USPTO retrosynthesis dataset with 1.9M reactions from patents (1976-2016). Task: Predict the reactants needed to synthesize the given product. (1) Given the product [Cl:19][C:20]1[CH:21]=[C:22]([CH:28]=[CH:29][CH:30]=1)[C:23]([O:25][CH2:26][N:15]1[C:14](=[O:16])[O:13][N:12]=[C:11]1[C:7]1[CH:6]=[C:5]([C:4]([F:3])([F:17])[F:18])[CH:10]=[CH:9][N:8]=1)=[O:24], predict the reactants needed to synthesize it. The reactants are: [H-].[Na+].[F:3][C:4]([F:18])([F:17])[C:5]1[CH:10]=[CH:9][N:8]=[C:7]([C:11]2[NH:12][O:13][C:14](=[O:16])[N:15]=2)[CH:6]=1.[Cl:19][C:20]1[CH:21]=[C:22]([CH:28]=[CH:29][CH:30]=1)[C:23]([O:25][CH2:26]Cl)=[O:24].[Cl-].[NH4+]. (2) The reactants are: Br[C:2]1[CH:3]=[C:4]([C:15]([NH:17][CH2:18][C:19]2[C:20](=[O:27])[NH:21][C:22]([CH3:26])=[CH:23][C:24]=2[CH3:25])=[O:16])[C:5]2[C:6]([CH3:14])=[CH:7][N:8]([CH:11]([CH3:13])[CH3:12])[C:9]=2[CH:10]=1.[CH3:28][N:29]1[CH2:34][CH2:33][N:32]([C:35]2[CH:40]=[CH:39][C:38](B3OC(C)(C)C(C)(C)O3)=[CH:37][N:36]=2)[CH2:31][CH2:30]1.C(=O)([O-])[O-].[Na+].[Na+]. Given the product [CH3:25][C:24]1[CH:23]=[C:22]([CH3:26])[NH:21][C:20](=[O:27])[C:19]=1[CH2:18][NH:17][C:15]([C:4]1[C:5]2[C:6]([CH3:14])=[CH:7][N:8]([CH:11]([CH3:13])[CH3:12])[C:9]=2[CH:10]=[C:2]([C:38]2[CH:37]=[N:36][C:35]([N:32]3[CH2:31][CH2:30][N:29]([CH3:28])[CH2:34][CH2:33]3)=[CH:40][CH:39]=2)[CH:3]=1)=[O:16], predict the reactants needed to synthesize it. (3) Given the product [CH3:24][N:25]([CH3:29])[C:26]([O:1][C:2]1[CH:3]=[C:4]2[C:9](=[CH:10][CH:11]=1)[CH:8]=[C:7]([C:12]([O:14][CH3:15])=[O:13])[CH:6]=[CH:5]2)=[S:27], predict the reactants needed to synthesize it. The reactants are: [OH:1][C:2]1[CH:3]=[C:4]2[C:9](=[CH:10][CH:11]=1)[CH:8]=[C:7]([C:12]([O:14][CH3:15])=[O:13])[CH:6]=[CH:5]2.C1N2CCN(CC2)C1.[CH3:24][N:25]([CH3:29])[C:26](Cl)=[S:27]. (4) Given the product [Cl:1][CH2:2][CH2:3][CH2:4][CH2:5][N:6]1[C:7]2[C:16]3[CH:15]=[CH:14][CH:13]=[CH:12][C:11]=3[N:10]=[CH:9][C:8]=2[N:17]=[C:18]1[CH2:19][CH3:20], predict the reactants needed to synthesize it. The reactants are: [Cl:1][CH2:2][CH2:3][CH2:4][CH2:5][NH:6][C:7]1[C:16]2[C:11](=[CH:12][CH:13]=[CH:14][CH:15]=2)[N:10]=[CH:9][C:8]=1[NH2:17].[C:18](OCC)(OCC)(OCC)[CH2:19][CH3:20].Cl.N1C=CC=CC=1. (5) Given the product [CH3:20][O:21][C:22]1[CH:27]=[C:26]([C:2]2[C:11]3[C:6](=[CH:7][C:8]([OH:12])=[CH:9][CH:10]=3)[CH:5]=[C:4]([NH:13][C:14]3[CH:18]=[C:17]([CH3:19])[NH:16][N:15]=3)[N:3]=2)[CH:25]=[CH:24][CH:23]=1, predict the reactants needed to synthesize it. The reactants are: Br[C:2]1[C:11]2[C:6](=[CH:7][C:8]([OH:12])=[CH:9][CH:10]=2)[CH:5]=[C:4]([NH:13][C:14]2[CH:18]=[C:17]([CH3:19])[NH:16][N:15]=2)[N:3]=1.[CH3:20][O:21][C:22]1[CH:23]=[C:24](B(O)O)[CH:25]=[CH:26][CH:27]=1.C([O-])([O-])=O.[Na+].[Na+].CN(C)C=O. (6) Given the product [CH:2]1([CH2:5][O:6][C:7]2[CH:12]=[C:11]([O:13][CH3:14])[CH:10]=[CH:9][C:8]=2[C:15]2[C:16]3[NH:23][C:22]([CH3:24])=[C:21]([C:25]([NH:27][C@@H:28]4[CH2:32][CH2:31][N:30]([C:33](=[O:36])[CH2:34][CH3:35])[CH2:29]4)=[O:26])[C:17]=3[N:18]=[CH:19][N:20]=2)[CH2:4][CH2:3]1, predict the reactants needed to synthesize it. The reactants are: Cl.[CH:2]1([CH2:5][O:6][C:7]2[CH:12]=[C:11]([O:13][CH3:14])[CH:10]=[CH:9][C:8]=2[C:15]2[C:16]3[NH:23][C:22]([CH3:24])=[C:21]([C:25]([NH:27][C@@H:28]4[CH2:32][CH2:31][NH:30][CH2:29]4)=[O:26])[C:17]=3[N:18]=[CH:19][N:20]=2)[CH2:4][CH2:3]1.[C:33](Cl)(=[O:36])[CH2:34][CH3:35]. (7) Given the product [C@@H:6]1([O:24][C:25]2[C:29]([CH2:30][C:31]3[CH:36]=[CH:35][C:34]([O:68][CH2:67][CH2:66][NH:65][C:50]([NH:65][CH2:66][CH2:67][OH:68])=[N:49][S:46]([CH3:45])(=[O:47])=[O:48])=[CH:33][C:32]=3[CH3:41])=[C:28]([CH:42]([CH3:43])[CH3:44])[NH:27][N:26]=2)[O:7][C@H:8]([CH2:19][OH:20])[C@@H:9]([OH:15])[C@H:10]([OH:11])[C@H:5]1[OH:4], predict the reactants needed to synthesize it. The reactants are: C([O:4][C@@H:5]1[C@@H:10]([O:11]C(=O)C)[C@H:9]([O:15]C(=O)C)[C@@H:8]([CH2:19][O:20]C(=O)C)[O:7][C@H:6]1[O:24][C:25]1[C:29]([CH2:30][C:31]2[CH:36]=[CH:35][C:34](OCCN)=[CH:33][C:32]=2[CH3:41])=[C:28]([CH:42]([CH3:44])[CH3:43])[NH:27][N:26]=1)(=O)C.[CH3:45][S:46]([NH:49][CH:50](OC1C=CC=CC=1)OC1C=CC=CC=1)(=[O:48])=[O:47].[NH2:65][CH2:66][CH2:67][OH:68]. (8) Given the product [CH:24](/[C:37]1[CH:42]=[CH:41][C:40]([NH:43][C:7](=[O:8])[C:6]2[CH:10]=[CH:11][C:3]([O:2][CH3:1])=[C:4]([S:12]([NH:13][CH2:14][CH2:15][N:16]3[CH2:21][CH2:20][O:19][CH2:18][CH2:17]3)(=[O:23])=[O:22])[CH:5]=2)=[CH:39][C:38]=1[S:44]([OH:47])(=[O:45])=[O:46])=[CH:25]\[C:26]1[CH:31]=[CH:30][C:29]([NH:32][C:7](=[O:8])[C:6]2[CH:10]=[CH:11][C:3]([O:2][CH3:1])=[C:4]([S:12]([NH:13][CH2:14][CH2:15][N:16]3[CH2:21][CH2:20][O:19][CH2:18][CH2:17]3)(=[O:23])=[O:22])[CH:5]=2)=[CH:28][C:27]=1[S:33]([OH:36])(=[O:34])=[O:35], predict the reactants needed to synthesize it. The reactants are: [CH3:1][O:2][C:3]1[CH:11]=[CH:10][C:6]([C:7](O)=[O:8])=[CH:5][C:4]=1[S:12](=[O:23])(=[O:22])[NH:13][CH2:14][CH2:15][N:16]1[CH2:21][CH2:20][O:19][CH2:18][CH2:17]1.[CH:24](/[C:37]1[CH:42]=[CH:41][C:40]([NH2:43])=[CH:39][C:38]=1[S:44]([OH:47])(=[O:46])=[O:45])=[CH:25]\[C:26]1[CH:31]=[CH:30][C:29]([NH2:32])=[CH:28][C:27]=1[S:33]([OH:36])(=[O:35])=[O:34]. (9) The reactants are: I[C:2]1[C:3]2[S:11][CH:10]=[C:9]([C:12]3[CH:13]=[C:14]4[C:18](=[CH:19][CH:20]=3)[N:17]([C:21](=[O:29])[CH2:22][C:23]3[CH:28]=[CH:27][CH:26]=[CH:25][CH:24]=3)[CH2:16][CH2:15]4)[C:4]=2[C:5]([NH2:8])=[N:6][CH:7]=1.[CH3:30][N:31]1[CH:35]=[C:34](B2OC(C)(C)C(C)(C)O2)[CH:33]=[N:32]1.C(=O)(O)[O-].[Na+].CO. Given the product [CH3:30][N:31]1[CH:35]=[C:34]([C:2]2[C:3]3[S:11][CH:10]=[C:9]([C:12]4[CH:13]=[C:14]5[C:18](=[CH:19][CH:20]=4)[N:17]([C:21](=[O:29])[CH2:22][C:23]4[CH:28]=[CH:27][CH:26]=[CH:25][CH:24]=4)[CH2:16][CH2:15]5)[C:4]=3[C:5]([NH2:8])=[N:6][CH:7]=2)[CH:33]=[N:32]1, predict the reactants needed to synthesize it. (10) Given the product [Cl:23][C:24]1[CH:25]=[CH:26][C:27]([S:30]([N:33]2[C:37]3[CH2:38][CH:39]4[N:44]([S:45]([C:48]5[CH:49]=[CH:50][C:51]([Cl:54])=[CH:52][CH:53]=5)(=[O:47])=[O:46])[CH:43]([C:36]=3[CH:35]=[N:34]2)[CH2:42][CH:41]([CH:55]=[O:56])[CH2:40]4)(=[O:32])=[O:31])=[CH:28][CH:29]=1.[Cl:57][C:58]1[CH:59]=[CH:60][C:61]([S:64]([N:67]2[CH:71]=[C:70]3[CH:72]4[N:78]([S:79]([C:82]5[CH:83]=[CH:84][C:85]([Cl:88])=[CH:86][CH:87]=5)(=[O:81])=[O:80])[CH:76]([CH2:77][C:69]3=[N:68]2)[CH2:75][CH:74]([CH:89]=[O:90])[CH2:73]4)(=[O:66])=[O:65])=[CH:62][CH:63]=1, predict the reactants needed to synthesize it. The reactants are: CC(OI1(OC(C)=O)(OC(C)=O)OC(=O)C2C=CC=CC1=2)=O.[Cl:23][C:24]1[CH:29]=[CH:28][C:27]([S:30]([N:33]2[C:37]3[CH2:38][CH:39]4[N:44]([S:45]([C:48]5[CH:53]=[CH:52][C:51]([Cl:54])=[CH:50][CH:49]=5)(=[O:47])=[O:46])[CH:43]([C:36]=3[CH:35]=[N:34]2)[CH2:42][CH:41]([CH2:55][OH:56])[CH2:40]4)(=[O:32])=[O:31])=[CH:26][CH:25]=1.[Cl:57][C:58]1[CH:63]=[CH:62][C:61]([S:64]([N:67]2[CH:71]=[C:70]3[CH:72]4[N:78]([S:79]([C:82]5[CH:87]=[CH:86][C:85]([Cl:88])=[CH:84][CH:83]=5)(=[O:81])=[O:80])[CH:76]([CH2:77][C:69]3=[N:68]2)[CH2:75][CH:74]([CH2:89][OH:90])[CH2:73]4)(=[O:66])=[O:65])=[CH:60][CH:59]=1.C(=O)(O)[O-].[Na+].[O-]S([O-])(=O)=O.[Na+].[Na+].